From a dataset of Catalyst prediction with 721,799 reactions and 888 catalyst types from USPTO. Predict which catalyst facilitates the given reaction. (1) Reactant: [Cl:1][C:2]1[CH:7]=[CH:6][C:5]([C:8]2[CH:13]=[CH:12][CH:11]=[C:10]([F:14])[CH:9]=2)=[CH:4][C:3]=1[CH2:15][NH:16][C:17]1[C:18]([F:31])=[C:19]([CH:27]=[CH:28][C:29]=1[F:30])[O:20][CH2:21][C:22]([O:24]CC)=[O:23].[OH-].[Na+]. Product: [Cl:1][C:2]1[CH:7]=[CH:6][C:5]([C:8]2[CH:13]=[CH:12][CH:11]=[C:10]([F:14])[CH:9]=2)=[CH:4][C:3]=1[CH2:15][NH:16][C:17]1[C:18]([F:31])=[C:19]([CH:27]=[CH:28][C:29]=1[F:30])[O:20][CH2:21][C:22]([OH:24])=[O:23]. The catalyst class is: 1. (2) Reactant: C1(CS([C:11]2[N:16]=[C:15]([NH:17][C:18]3[S:19][C:20]4[C:25]([N:26]=3)=[CH:24][CH:23]=[CH:22][N:21]=4)[CH:14]=[C:13]([CH2:27][N:28]3[CH2:33][CH2:32][CH2:31][CH2:30][CH2:29]3)[N:12]=2)(=O)=O)C=CC=CC=1.[N:34]1([C@H:40]2[CH2:45][CH2:44][C@H:43]([NH2:46])[CH2:42][CH2:41]2)[CH2:39][CH2:38][O:37][CH2:36][CH2:35]1. Product: [N:34]1([C@H:40]2[CH2:41][CH2:42][C@H:43]([NH:46][C:11]3[N:16]=[C:15]([NH:17][C:18]4[S:19][C:20]5[C:25]([N:26]=4)=[CH:24][CH:23]=[CH:22][N:21]=5)[CH:14]=[C:13]([CH2:27][N:28]4[CH2:33][CH2:32][CH2:31][CH2:30][CH2:29]4)[N:12]=3)[CH2:44][CH2:45]2)[CH2:35][CH2:36][O:37][CH2:38][CH2:39]1. The catalyst class is: 32. (3) Reactant: F[C:2]1[CH:3]=[C:4]([C:11]2[N:18]3[C:14]([O:15][CH:16]=[CH:17]3)=[N:13][C:12]=2[C:19]2[CH:24]=[CH:23][C:22]([F:25])=[CH:21][CH:20]=2)[CH:5]=[CH:6][C:7]=1[N+:8]([O-:10])=[O:9].[CH3:26][C:27]([CH3:31])([CH3:30])[CH2:28][NH2:29]. Product: [CH3:26][C:27]([CH3:31])([CH3:30])[CH2:28][NH:29][C:2]1[CH:3]=[C:4]([C:11]2[N:18]3[C:14]([O:15][CH:16]=[CH:17]3)=[N:13][C:12]=2[C:19]2[CH:20]=[CH:21][C:22]([F:25])=[CH:23][CH:24]=2)[CH:5]=[CH:6][C:7]=1[N+:8]([O-:10])=[O:9]. The catalyst class is: 10.